Dataset: Forward reaction prediction with 1.9M reactions from USPTO patents (1976-2016). Task: Predict the product of the given reaction. (1) The product is: [CH3:36][O:37][CH2:38][CH2:39][CH2:40][C:41]1[CH:46]=[CH:45][C:44]([C:47]2[CH:52]=[CH:51][C:50]([C:53]3([C:56]([OH:58])=[O:57])[CH2:55][CH2:54]3)=[CH:49][CH:48]=2)=[CH:43][CH:42]=1. Given the reactants CC1(C)C(C)(C)OB(C2C=CC(C3(C(OCC)=O)CC3)=CC=2)O1.BrC1C=CC(CCCOC)=CC=1.[CH3:36][O:37][CH2:38][CH2:39][CH2:40][C:41]1[CH:46]=[CH:45][C:44]([C:47]2[CH:52]=[CH:51][C:50]([C:53]3([C:56]([O:58]CC)=[O:57])[CH2:55][CH2:54]3)=[CH:49][CH:48]=2)=[CH:43][CH:42]=1.[OH-].[Li+], predict the reaction product. (2) Given the reactants [S:1]1[CH:5]=[CH:4][C:3]([C:6]2[C:11]([C:12]3[CH:16]=[CH:15][S:14][CH:13]=3)=[CH:10][C:9]([CH2:17][CH2:18][CH2:19][CH2:20][CH2:21][CH2:22][CH2:23][CH3:24])=[C:8]([CH2:25][CH2:26][CH2:27][CH2:28][CH2:29][CH2:30][CH2:31][CH3:32])[CH:7]=2)=[CH:2]1.II, predict the reaction product. The product is: [CH2:17]([C:9]1[CH:10]=[C:11]2[C:12]3[CH:16]=[CH:15][S:14][C:13]=3[C:2]3[S:1][CH:5]=[CH:4][C:3]=3[C:6]2=[CH:7][C:8]=1[CH2:25][CH2:26][CH2:27][CH2:28][CH2:29][CH2:30][CH2:31][CH3:32])[CH2:18][CH2:19][CH2:20][CH2:21][CH2:22][CH2:23][CH3:24]. (3) Given the reactants F[C:2]1[CH:7]=[CH:6][CH:5]=[CH:4][C:3]=1[S:8]([NH2:11])(=[O:10])=[O:9].[NH:12]1[CH2:17][CH2:16][NH:15][CH2:14][CH2:13]1, predict the reaction product. The product is: [NH2:11][S:8]([C:3]1[CH:4]=[CH:5][CH:6]=[CH:7][C:2]=1[N:12]1[CH2:17][CH2:16][NH:15][CH2:14][CH2:13]1)(=[O:10])=[O:9]. (4) Given the reactants Cl[C:2]1[N:7]=[CH:6][N:5]=[C:4]([NH:8][S:9]([C:12]2[CH:17]=[CH:16][C:15]([CH:18]([CH3:20])[CH3:19])=[CH:14][CH:13]=2)(=[O:11])=[O:10])[CH:3]=1.[CH2:21]([N:24]1[CH2:29][CH2:28][NH:27][CH2:26][CH2:25]1)[CH:22]=[CH2:23], predict the reaction product. The product is: [CH2:21]([N:24]1[CH2:29][CH2:28][N:27]([C:2]2[N:7]=[CH:6][N:5]=[C:4]([NH:8][S:9]([C:12]3[CH:17]=[CH:16][C:15]([CH:18]([CH3:20])[CH3:19])=[CH:14][CH:13]=3)(=[O:11])=[O:10])[CH:3]=2)[CH2:26][CH2:25]1)[CH:22]=[CH2:23]. (5) Given the reactants [O:1]=[C:2]1[N:6]([C:7]([O:9][C:10]([CH3:13])([CH3:12])[CH3:11])=[O:8])[C@H:5]([C:14]([O:16][C:17]([CH3:20])([CH3:19])[CH3:18])=[O:15])[CH2:4][CH2:3]1.[Li+].C[Si]([N-][Si](C)(C)C)(C)C.[CH3:31][C:32]1[CH:39]=[C:38]([F:40])[CH:37]=[CH:36][C:33]=1[CH2:34]Br, predict the reaction product. The product is: [F:40][C:38]1[CH:37]=[CH:36][C:33]([CH2:34][C@H:3]2[C:2](=[O:1])[N:6]([C:7]([O:9][C:10]([CH3:13])([CH3:12])[CH3:11])=[O:8])[C@H:5]([C:14]([O:16][C:17]([CH3:20])([CH3:19])[CH3:18])=[O:15])[CH2:4]2)=[C:32]([CH3:31])[CH:39]=1. (6) Given the reactants CCN(C(C)C)C(C)C.[OH:10][CH2:11][CH:12]1[CH2:17][CH2:16][NH:15][CH2:14][CH2:13]1.Cl[C:19]([O:21][CH2:22][C:23]1[CH:28]=[CH:27][CH:26]=[CH:25][CH:24]=1)=[O:20], predict the reaction product. The product is: [CH2:22]([O:21][C:19]([N:15]1[CH2:16][CH2:17][CH:12]([CH2:11][OH:10])[CH2:13][CH2:14]1)=[O:20])[C:23]1[CH:28]=[CH:27][CH:26]=[CH:25][CH:24]=1. (7) Given the reactants F[C:2]1(F)[C:10]2[C:5](=[CH:6][CH:7]=[CH:8][C:9]=2[CH:11](O)[C:12](F)(F)F)N[C:3]1=[O:17].[F:19][C:20]1([F:37])[C:28]2[C:23](=[CH:24][CH:25]=[C:26]([F:35])[C:27]=2[CH:29]([OH:34])[C:30]([F:33])([F:32])[F:31])[NH:22][C:21]1=[O:36], predict the reaction product. The product is: [F:37][C:20]1([F:19])[C:28]2[C:23](=[CH:24][CH:25]=[C:26]([F:35])[C:27]=2[CH:29]([O:34][C@:8]23[CH2:7][CH2:6][CH2:5][C@@:10]2([CH2:9][CH:11]=[CH2:12])[CH2:2][CH2:3][O:17]3)[C:30]([F:33])([F:32])[F:31])[NH:22][C:21]1=[O:36].